Dataset: Peptide-MHC class I binding affinity with 185,985 pairs from IEDB/IMGT. Task: Regression. Given a peptide amino acid sequence and an MHC pseudo amino acid sequence, predict their binding affinity value. This is MHC class I binding data. (1) The peptide sequence is YQTYVSPGA. The MHC is HLA-B15:01 with pseudo-sequence HLA-B15:01. The binding affinity (normalized) is 0.0847. (2) The peptide sequence is AAERGPGQML. The MHC is HLA-B45:01 with pseudo-sequence HLA-B45:01. The binding affinity (normalized) is 0.161. (3) The peptide sequence is FRYNGLIHR. The MHC is HLA-A24:02 with pseudo-sequence HLA-A24:02. The binding affinity (normalized) is 0.207. (4) The peptide sequence is ELGNILSVY. The MHC is HLA-A30:02 with pseudo-sequence HLA-A30:02. The binding affinity (normalized) is 0.871. (5) The peptide sequence is TIEDDKIVT. The MHC is HLA-A68:02 with pseudo-sequence HLA-A68:02. The binding affinity (normalized) is 0.